Dataset: Tyrosyl-DNA phosphodiesterase HTS with 341,365 compounds. Task: Binary Classification. Given a drug SMILES string, predict its activity (active/inactive) in a high-throughput screening assay against a specified biological target. (1) The compound is S=C(NCCc1ccc(F)cc1)Nc1ccc(CCCC)cc1. The result is 0 (inactive). (2) The drug is S(CCNC(=O)c1ccc(CN2CCOCC2)cc1)Cc1occc1. The result is 0 (inactive).